From a dataset of Peptide-MHC class II binding affinity with 134,281 pairs from IEDB. Regression. Given a peptide amino acid sequence and an MHC pseudo amino acid sequence, predict their binding affinity value. This is MHC class II binding data. (1) The peptide sequence is AAATNGTTVYGAFAA. The binding affinity (normalized) is 0.659. The MHC is HLA-DQA10501-DQB10301 with pseudo-sequence HLA-DQA10501-DQB10301. (2) The peptide sequence is YKTIAFDEEARR. The MHC is HLA-DQA10102-DQB10602 with pseudo-sequence HLA-DQA10102-DQB10602. The binding affinity (normalized) is 0. (3) The peptide sequence is FLIMRNLTNLLSARK. The MHC is DRB1_0802 with pseudo-sequence DRB1_0802. The binding affinity (normalized) is 0.472. (4) The peptide sequence is EKKYFDATQFEPLAA. The MHC is DRB1_0101 with pseudo-sequence DRB1_0101. The binding affinity (normalized) is 0.417. (5) The peptide sequence is ASTGGAYESYKFIPA. The MHC is DRB1_1101 with pseudo-sequence DRB1_1101. The binding affinity (normalized) is 0.189. (6) The peptide sequence is EKKYFAATQFELLAA. The MHC is HLA-DPA10201-DPB10501 with pseudo-sequence HLA-DPA10201-DPB10501. The binding affinity (normalized) is 0.888.